Predict which catalyst facilitates the given reaction. From a dataset of Catalyst prediction with 721,799 reactions and 888 catalyst types from USPTO. (1) Reactant: Br[C:2]1[C:15]2[NH:14][C:13]3[CH2:12][CH2:11][C:10]([CH3:17])([CH3:16])[CH2:9][C:8]=3[C:7](=[O:18])[C:6]=2[C:5]([C:19]([O:21][CH3:22])=[O:20])=[CH:4][CH:3]=1.C(OCC)(=O)C. The catalyst class is: 43. Product: [CH3:16][C:10]1([CH3:17])[CH2:9][C:8]2[C:7](=[O:18])[C:6]3[C:5]([C:19]([O:21][CH3:22])=[O:20])=[CH:4][CH:3]=[CH:2][C:15]=3[NH:14][C:13]=2[CH2:12][CH2:11]1. (2) Reactant: [Br:1][C:2]1[CH:7]=[CH:6][C:5]([CH:8]([CH3:12])[C:9]([OH:11])=O)=[CH:4][CH:3]=1.O=S(Cl)Cl.[CH3:17][O:18][C:19](=[O:29])[C:20]1[C:25]([Cl:26])=[CH:24][C:23]([Cl:27])=[CH:22][C:21]=1[NH2:28].CCCCCC. Product: [CH3:17][O:18][C:19](=[O:29])[C:20]1[C:25]([Cl:26])=[CH:24][C:23]([Cl:27])=[CH:22][C:21]=1[NH:28][C:9](=[O:11])[CH:8]([C:5]1[CH:4]=[CH:3][C:2]([Br:1])=[CH:7][CH:6]=1)[CH3:12]. The catalyst class is: 25. (3) Reactant: [OH-:1].[Na+].[OH:3][C:4]1[C:9](=[O:10])[CH:8]=[CH:7][O:6][CH:5]=1.[CH2:11]=O. Product: [OH:1][CH2:11][C:5]1[O:6][CH:7]=[CH:8][C:9](=[O:10])[C:4]=1[OH:3]. The catalyst class is: 72. (4) Reactant: Br[C:2]1[CH:3]=[C:4]2[N:13]([CH3:14])[CH:12]=[CH:11][C:5]2=[N:6][C:7]=1[C@@H:8]([NH2:10])[CH3:9].[NH:15]1[CH2:20][CH2:19][CH2:18][CH:17]([OH:21])[CH2:16]1.CC([O-])(C)C.[K+]. Product: [NH2:10][C@H:8]([C:7]1[N:6]=[C:5]2[CH:11]=[CH:12][N:13]([CH3:14])[C:4]2=[CH:3][C:2]=1[N:15]1[CH2:20][CH2:19][CH2:18][CH:17]([OH:21])[CH2:16]1)[CH3:9]. The catalyst class is: 12. (5) Reactant: [NH2:1][C:2]1[CH:9]=[C:8]([N+:10]([O-:12])=[O:11])[CH:7]=[CH:6][C:3]=1[CH:4]=[O:5].CC1C=CC(S([CH2:23][N+:24]#[C-:25])(=O)=O)=CC=1.C([O-])([O-])=O.[K+].[K+].C([O-])(O)=O.[Na+]. Product: [N+:10]([C:8]1[CH:7]=[CH:6][C:3]([C:4]2[O:5][CH:25]=[N:24][CH:23]=2)=[C:2]([CH:9]=1)[NH2:1])([O-:12])=[O:11]. The catalyst class is: 5.